Dataset: Experimentally validated miRNA-target interactions with 360,000+ pairs, plus equal number of negative samples. Task: Binary Classification. Given a miRNA mature sequence and a target amino acid sequence, predict their likelihood of interaction. (1) The miRNA is mmu-miR-669b-5p with sequence AGUUUUGUGUGCAUGUGCAUGU. The protein sequence of the target gene is MLKKFDKKDEESGGGSNPFQHLEKSAVLQEARVFNETPINPRKCAHILTKILYLINQGEHLGTTEATEAFFAMTKLFQSNDPTLRRMCYLTIKEMSCIAEDVIIVTSSLTKDMTGKEDNYRGPAVRALCQITDSTMLQAIERYMKQAIVDKVPSVSSSALVSSLHLLKCSFDVVKRWVNEAQEAASSDNIMVQYHALGLLYHVRKNDRLAVNKMISKVTRHGLKSPFAYCMMIRVASKQLEEEDGSRDSPLFDFIESCLRNKHEMVVYEAASAIVNLPGCSAKELAPAVSVLQLFCSSPK.... Result: 0 (no interaction). (2) The miRNA is hsa-miR-5589-3p with sequence UGCACAUGGCAACCUAGCUCCCA. The protein sequence of the target gene is MRVFLPVLLAALLGMEQVHSLMCFSCTDQKNNINCLWPVSCQEKDHYCITLSAAAGFGNVNLGYTLNKGCSPICPSENVNLNLGVASVNSYCCQSSFCNFSAAGLGLRASIPLLGLGLLLSLLALLQLSP. Result: 0 (no interaction). (3) The miRNA is hsa-miR-548ar-3p with sequence UAAAACUGCAGUUAUUUUUGC. The protein sequence of the target gene is MANDIDELIGIPFPNHSSEVLCSLNEQRHDGLLCDVLLVVQEQEYRTHRSVLAACSKYFKKLFTAGTLASQPYVYEIDFVQPEALAAILEFAYTSTLTITAGNVKHILNAARMLEIQCIVNVCLEIMEPGGDGGEEDDKEDDDDDEDDDDEEDEEEEEEEEEDDDDDTEDFADQENLPDPQDISCHQSPSKTDHLTEKAYSDTPRDFPDSFQAGSPGHLGVIRDFSIESLLRENLYPKANIPDRRPSLSPFAPDFFPHLWPGDFGAFAQLPEQPMDSGPLDLVIKNRKIKEEEKEELPPP.... Result: 0 (no interaction).